The task is: Predict the product of the given reaction.. This data is from Forward reaction prediction with 1.9M reactions from USPTO patents (1976-2016). (1) Given the reactants [CH3:1][O:2][C:3]1[CH:12]=[C:11]2[C:6]([CH2:7][CH2:8][CH2:9][CH:10]2[C:13]([OH:15])=O)=[CH:5][CH:4]=1.[C:16]([CH2:18][CH2:19][CH2:20][NH:21][C:22]1[CH:27]=[CH:26][C:25]([CH:28]([CH3:30])[CH3:29])=[CH:24][CH:23]=1)#[N:17], predict the reaction product. The product is: [C:16]([CH2:18][CH2:19][CH2:20][N:21]([C:22]1[CH:23]=[CH:24][C:25]([CH:28]([CH3:30])[CH3:29])=[CH:26][CH:27]=1)[C:13]([CH:10]1[C:11]2[C:6](=[CH:5][CH:4]=[C:3]([O:2][CH3:1])[CH:12]=2)[CH2:7][CH2:8][CH2:9]1)=[O:15])#[N:17]. (2) Given the reactants [Cl:1][C:2]1[CH:14]=[N:13][C:5]2[NH:6][C:7]3[CH2:12][CH2:11][NH:10][CH2:9][C:8]=3[C:4]=2[CH:3]=1.Br[CH2:16][C:17]1[CH:18]=[C:19]([CH:22]=[CH:23][CH:24]=1)[C:20]#[N:21].C([O-])([O-])=O.[K+].[K+], predict the reaction product. The product is: [Cl:1][C:2]1[CH:14]=[N:13][C:5]2[NH:6][C:7]3[CH2:12][CH2:11][N:10]([CH2:16][C:17]4[CH:18]=[C:19]([CH:22]=[CH:23][CH:24]=4)[C:20]#[N:21])[CH2:9][C:8]=3[C:4]=2[CH:3]=1. (3) Given the reactants Cl[C:2]([O:4][CH3:5])=[O:3].[CH3:6][C:7]1[CH:12]=[CH:11][C:10]([S:13]([O:16][CH2:17][C@@H:18]2[O:23][C:22]3[C:24](C=CC)=[C:25]([NH2:28])[CH:26]=[CH:27][C:21]=3[O:20][CH2:19]2)(=[O:15])=[O:14])=[CH:9][CH:8]=1.[CH:32](N(CC)C(C)C)([CH3:34])[CH3:33], predict the reaction product. The product is: [CH3:6][C:7]1[CH:8]=[CH:9][C:10]([S:13]([O:16][CH2:17][CH:18]2[O:23][C:22]3[C:24]([C:32]([CH3:34])=[CH2:33])=[C:25]([NH:28][C:2]([O:4][CH3:5])=[O:3])[CH:26]=[CH:27][C:21]=3[O:20][CH2:19]2)(=[O:14])=[O:15])=[CH:11][CH:12]=1. (4) Given the reactants [N:1]1[CH:6]=[CH:5][CH:4]=[C:3]([CH3:7])[CH:2]=1.C(NC(C)C)(C)C.[Si:15]([O:22][CH2:23][CH2:24][CH2:25][CH2:26][CH2:27][CH2:28][CH2:29][CH2:30][CH2:31][CH2:32][CH2:33]Br)([C:18]([CH3:21])([CH3:20])[CH3:19])([CH3:17])[CH3:16].C([Li])CCC, predict the reaction product. The product is: [Si:15]([O:22][CH2:23][CH2:24][CH2:25][CH2:26][CH2:27][CH2:28][CH2:29][CH2:30][CH2:31][CH2:32][CH2:33][CH2:7][C:3]1[CH:2]=[N:1][CH:6]=[CH:5][CH:4]=1)([C:18]([CH3:19])([CH3:20])[CH3:21])([CH3:17])[CH3:16]. (5) The product is: [C:1]([O:5][C:6](=[O:7])[NH:8][C:9]1[N:10]=[C:11]([C:15](=[O:17])[NH:33][CH:28]2[CH2:29][CH2:30][CH2:31][CH2:32]2)[N:12]([CH3:14])[CH:13]=1)([CH3:2])([CH3:3])[CH3:4]. Given the reactants [C:1]([O:5][C:6]([NH:8][C:9]1[N:10]=[C:11]([C:15]([OH:17])=O)[N:12]([CH3:14])[CH:13]=1)=[O:7])([CH3:4])([CH3:3])[CH3:2].CN(C(ON1N=[N:33][C:28]2[CH:29]=[CH:30][CH:31]=[CH:32]C1=2)=[N+](C)C)C.[B-](F)(F)(F)F.C1(N)CCCC1, predict the reaction product. (6) Given the reactants [CH3:1][O:2][C:3](=[O:11])[C:4]1[CH:9]=[CH:8][C:7]([OH:10])=[CH:6][CH:5]=1.[Cl:12][CH2:13][CH2:14][CH2:15][CH2:16][CH2:17]O.C1(P(C2C=CC=CC=2)C2C=CC=CC=2)C=CC=CC=1.CCOC(/[N:43]=N/C(OCC)=O)=O, predict the reaction product. The product is: [NH3:43].[CH3:1][O:2][C:3](=[O:11])[C:4]1[CH:9]=[CH:8][C:7]([O:10][CH2:17][CH2:16][CH2:15][CH2:14][CH2:13][Cl:12])=[CH:6][CH:5]=1. (7) Given the reactants [CH3:1][C:2]1[CH:7]=[CH:6][CH:5]=[C:4]([CH3:8])[C:3]=1[NH:9][C:10](=[O:18])[CH2:11][N:12]1[CH2:17][CH2:16][NH:15][CH2:14][CH2:13]1.[CH3:19][O:20][C:21]1[CH:31]=[CH:30][CH:29]=[CH:28][C:22]=1[O:23][CH2:24][CH:25]1[O:27][CH2:26]1, predict the reaction product. The product is: [CH3:1][C:2]1[C:3]([NH:9][C:10]([CH2:11][N:12]2[CH2:13][CH2:14][N:15]([CH2:26][CH:25]([OH:27])[CH2:24][O:23][C:22]3[CH:28]=[CH:29][CH:30]=[CH:31][C:21]=3[O:20][CH3:19])[CH2:16][CH2:17]2)=[O:18])=[C:4]([CH3:8])[CH:5]=[CH:6][CH:7]=1. (8) Given the reactants [N:1]1[CH:6]=[CH:5][C:4](/[CH:7]=[CH:8]/[C:9]([OH:11])=O)=[CH:3][CH:2]=1.C1C=CC2N(O)N=NC=2C=1.[CH2:22]([O:24][C:25](=[O:53])[CH2:26][O:27][C:28]1[CH:33]=[CH:32][CH:31]=[C:30]([CH2:34][CH2:35][CH2:36][NH:37][CH2:38][CH2:39][CH:40]([C:47]2[CH:52]=[CH:51][CH:50]=[CH:49][CH:48]=2)[C:41]2[CH:46]=[CH:45][CH:44]=[CH:43][CH:42]=2)[CH:29]=1)[CH3:23].Cl, predict the reaction product. The product is: [CH2:22]([O:24][C:25](=[O:53])[CH2:26][O:27][C:28]1[CH:33]=[CH:32][CH:31]=[C:30]([CH2:34][CH2:35][CH2:36][N:37]([CH2:38][CH2:39][CH:40]([C:47]2[CH:48]=[CH:49][CH:50]=[CH:51][CH:52]=2)[C:41]2[CH:42]=[CH:43][CH:44]=[CH:45][CH:46]=2)[C:9](=[O:11])/[CH:8]=[CH:7]/[C:4]2[CH:3]=[CH:2][N:1]=[CH:6][CH:5]=2)[CH:29]=1)[CH3:23]. (9) Given the reactants [F:1][C:2]1[CH:3]=[C:4]([CH:15]([OH:18])[CH2:16][OH:17])[CH:5]=[C:6]([F:14])[C:7]=1[N:8]1[CH2:13][CH2:12][NH:11][CH2:10][CH2:9]1.Cl[C:20]1[NH:21][C:22](=[O:30])[C:23]2[CH:28]=[N:27][N:26]([CH3:29])[C:24]=2[N:25]=1, predict the reaction product. The product is: [OH:18][CH:15]([C:4]1[CH:5]=[C:6]([F:14])[C:7]([N:8]2[CH2:13][CH2:12][N:11]([C:20]3[NH:21][C:22](=[O:30])[C:23]4[CH:28]=[N:27][N:26]([CH3:29])[C:24]=4[N:25]=3)[CH2:10][CH2:9]2)=[C:2]([F:1])[CH:3]=1)[CH2:16][OH:17]. (10) Given the reactants [F:1][C:2]1[CH:7]=[C:6]([C:8]2[CH:13]=[CH:12][C:11]([F:14])=[CH:10][N:9]=2)[CH:5]=[CH:4][C:3]=1[C:15]([OH:21])([CH3:20])[CH2:16][C:17](=[NH:19])[NH2:18].C(=O)(O)[O-].[K+].Br[CH2:28][C:29](=O)[C:30]([CH3:33])([CH3:32])[CH3:31], predict the reaction product. The product is: [C:30]([C:29]1[N:19]=[C:17]([CH2:16][C:15]([C:3]2[CH:4]=[CH:5][C:6]([C:8]3[CH:13]=[CH:12][C:11]([F:14])=[CH:10][N:9]=3)=[CH:7][C:2]=2[F:1])([OH:21])[CH3:20])[NH:18][CH:28]=1)([CH3:33])([CH3:32])[CH3:31].